This data is from Catalyst prediction with 721,799 reactions and 888 catalyst types from USPTO. The task is: Predict which catalyst facilitates the given reaction. (1) Reactant: [CH:1]1[C:6]([OH:7])=[CH:5][CH:4]=[C:3]([Br:8])[CH:2]=1.Br[CH2:10][C:11]#[N:12].C([O-])([O-])=O.[Cs+].[Cs+]. Product: [Br:8][C:3]1[CH:4]=[CH:5][C:6]([O:7][CH2:10][C:11]#[N:12])=[CH:1][CH:2]=1. The catalyst class is: 23. (2) Reactant: [H-].[Na+].[CH3:3][N:4]([CH3:12])[C@H:5]1[CH2:10][CH2:9][C@H:8]([OH:11])[CH2:7][CH2:6]1.[Si:13]([O:20][CH2:21][CH2:22][C@@H:23]1[CH2:35][C:34]2[C:33]3[C:32](Cl)=[N:31][CH:30]=[N:29][C:28]=3[S:27][C:26]=2[CH2:25][CH2:24]1)([C:16]([CH3:19])([CH3:18])[CH3:17])([CH3:15])[CH3:14]. Product: [Si:13]([O:20][CH2:21][CH2:22][C@@H:23]1[CH2:35][C:34]2[C:33]3[C:32]([O:11][CH:8]4[CH2:9][CH2:10][CH:5]([N:4]([CH3:12])[CH3:3])[CH2:6][CH2:7]4)=[N:31][CH:30]=[N:29][C:28]=3[S:27][C:26]=2[CH2:25][CH2:24]1)([C:16]([CH3:19])([CH3:17])[CH3:18])([CH3:14])[CH3:15]. The catalyst class is: 7. (3) Reactant: [NH:1]1[CH:5]=[CH:4][N:3]=[CH:2]1.N1C=CC=CC=1.[CH2:12]1[O:20][C@@H:13]1[C:14]1[CH:19]=[CH:18][CH:17]=[CH:16][CH:15]=1. Product: [NH:1]1[CH:5]=[CH:4][N:3]=[C:2]1[CH2:12][C@H:13]([C:14]1[CH:19]=[CH:18][CH:17]=[CH:16][CH:15]=1)[OH:20]. The catalyst class is: 8. (4) Reactant: [F:1][C:2]1[CH:7]=[CH:6][C:5]([C@:8]2([CH2:30][CH2:31][CH2:32][OH:33])[O:13][C:12](=[O:14])[N:11]([C@H:15]([C:17]3[CH:22]=[CH:21][C:20]([C:23]4[CH:28]=[CH:27][C:26](=[O:29])[NH:25][CH:24]=4)=[CH:19][CH:18]=3)[CH3:16])[CH2:10][CH2:9]2)=[CH:4][CH:3]=1.N1C=CN=C1.[C:39]([Si:43](Cl)([CH3:45])[CH3:44])([CH3:42])([CH3:41])[CH3:40]. Product: [Si:43]([O:33][CH2:32][CH2:31][CH2:30][C@@:8]1([C:5]2[CH:6]=[CH:7][C:2]([F:1])=[CH:3][CH:4]=2)[O:13][C:12](=[O:14])[N:11]([C@H:15]([C:17]2[CH:22]=[CH:21][C:20]([C:23]3[CH:28]=[CH:27][C:26](=[O:29])[NH:25][CH:24]=3)=[CH:19][CH:18]=2)[CH3:16])[CH2:10][CH2:9]1)([C:39]([CH3:42])([CH3:41])[CH3:40])([CH3:45])[CH3:44]. The catalyst class is: 2.